Task: Predict the product of the given reaction.. Dataset: Forward reaction prediction with 1.9M reactions from USPTO patents (1976-2016) (1) Given the reactants [CH3:1][CH:2]1[O:10][C:5]2([CH2:11][OH:12])[O:6][CH:7]([CH3:9])[CH2:8][N:4]2[CH2:3]1.[C:13](OC)(=[O:17])[C:14]([CH3:16])=[CH2:15], predict the reaction product. The product is: [CH3:1][CH:2]1[O:10][C:5]2([CH2:11][O:12][C:13](=[O:17])[C:14]([CH3:16])=[CH2:15])[O:6][CH:7]([CH3:9])[CH2:8][N:4]2[CH2:3]1. (2) Given the reactants [Cl:1][C:2]1[CH:3]=[N:4][C:5]([N:8]2[CH2:13][CH2:12][CH:11]([C@H:14]3[CH2:16][C@H:15]3[CH2:17][CH2:18][NH2:19])[CH2:10][CH2:9]2)=[N:6][CH:7]=1.C(=O)([O-])[O-].[Cs+].[Cs+].Br[C:27]1[CH:32]=[CH:31][C:30]([S:33]([CH3:36])(=[O:35])=[O:34])=[CH:29][N:28]=1.O, predict the reaction product. The product is: [Cl:1][C:2]1[CH:3]=[N:4][C:5]([N:8]2[CH2:13][CH2:12][CH:11]([C@H:14]3[CH2:16][C@H:15]3[CH2:17][CH2:18][NH:19][C:27]3[CH:32]=[CH:31][C:30]([S:33]([CH3:36])(=[O:35])=[O:34])=[CH:29][N:28]=3)[CH2:10][CH2:9]2)=[N:6][CH:7]=1. (3) Given the reactants [O:1]1[CH2:6][CH2:5][N:4]([CH2:7][CH2:8][N:9]2[C:18]3[C:13](=[CH:14][C:15]([N+:19]([O-])=O)=[CH:16][CH:17]=3)[CH2:12][CH2:11][C:10]2=[O:22])[CH2:3][CH2:2]1.[H][H], predict the reaction product. The product is: [NH2:19][C:15]1[CH:14]=[C:13]2[C:18](=[CH:17][CH:16]=1)[N:9]([CH2:8][CH2:7][N:4]1[CH2:3][CH2:2][O:1][CH2:6][CH2:5]1)[C:10](=[O:22])[CH2:11][CH2:12]2. (4) Given the reactants [CH:1]1C=CC(P(C2C=CC=CC=2)C2C=CC=CC=2)=C[CH:2]=1.C([O-])([O-])=O.[K+].[K+].Br[C:27]1[CH:28]=[C:29]([CH2:35][NH:36][C:37](=[O:43])[O:38][C:39]([CH3:42])([CH3:41])[CH3:40])[CH:30]=[CH:31][C:32]=1[C:33]#N.[OH:44][CH2:45][C:46]1[CH:47]=[C:48](B(O)O)[CH:49]=[CH:50][CH:51]=1.[CH3:55][C:56]([Si:59](C)(C)[CH3:60])([CH3:58])[CH3:57], predict the reaction product. The product is: [CH3:55][C:56]([SiH:59]([CH3:60])[O:44][CH2:45][C:46]1[CH:47]=[C:48]([C:27]2[C:32]([CH3:33])=[CH:31][CH:30]=[C:29]([CH2:35][NH:36][C:37](=[O:43])[O:38][C:39]([CH3:42])([CH3:41])[CH3:40])[CH:28]=2)[CH:49]=[CH:50][CH:51]=1)([CH3:58])[CH3:57].[CH3:1][CH3:2]. (5) The product is: [C:1]([OH:8])(=[O:7])[CH2:2][CH2:3][C:4]([OH:6])=[O:5].[Cl:40][C:10]1[CH:11]=[CH:12][C:13]2[NH:19][C:18]3[CH:20]=[CH:21][C:22]([C:24]([F:27])([F:26])[F:25])=[CH:23][C:17]=3[C:16]([N:28]3[CH2:33][CH2:32][N:31]([CH3:34])[C@@H:30]([CH2:35][CH2:36][O:37][CH3:38])[CH2:29]3)=[N:15][C:14]=2[CH:39]=1. Given the reactants [C:1]([OH:8])(=[O:7])[CH2:2][CH2:3][C:4]([OH:6])=[O:5].F[C:10]1[CH:11]=[CH:12][C:13]2[NH:19][C:18]3[CH:20]=[CH:21][C:22]([C:24]([F:27])([F:26])[F:25])=[CH:23][C:17]=3[C:16]([N:28]3[CH2:33][CH2:32][N:31]([CH3:34])[C@@H:30]([CH2:35][CH2:36][O:37][CH3:38])[CH2:29]3)=[N:15][C:14]=2[CH:39]=1.[Cl:40]C1C=CC2NC3C=CC(C(F)(F)F)=CC=3C(N3CCN[C@@H](CCOC)C3)=NC=2C=1, predict the reaction product.